From a dataset of Catalyst prediction with 721,799 reactions and 888 catalyst types from USPTO. Predict which catalyst facilitates the given reaction. (1) Reactant: COC1C=CC(C[N:8](CC2C=CC(OC)=CC=2)[C:9]2[N:14]=[C:13]([C:15]3[C:16]([NH:27][C:28]4[CH:29]=[N:30][C:31]([O:34][CH3:35])=[CH:32][CH:33]=4)=[N:17][CH:18]=[C:19]([C:21]4[CH:26]=[CH:25][N:24]=[N:23][CH:22]=4)[CH:20]=3)[N:12]=[C:11]([CH3:36])[N:10]=2)=CC=1. Product: [CH3:35][O:34][C:31]1[N:30]=[CH:29][C:28]([NH:27][C:16]2[C:15]([C:13]3[N:12]=[C:11]([CH3:36])[N:10]=[C:9]([NH2:8])[N:14]=3)=[CH:20][C:19]([C:21]3[CH:26]=[CH:25][N:24]=[N:23][CH:22]=3)=[CH:18][N:17]=2)=[CH:33][CH:32]=1. The catalyst class is: 67. (2) Reactant: [Br:1][C:2]1[C:13]2[C:5](=[CH:6][C:7]([C:16]3[CH:21]=[CH:20][CH:19]=[CH:18][C:17]=3[Cl:22])=[C:8]3[C:12]=2[C:11](=[O:14])[NH:10][C:9]3=[O:15])[N:4]([CH2:23][CH2:24][CH2:25]O)[CH:3]=1.[CH3:27][N:28]1[CH2:33][CH2:32][NH:31][CH2:30][CH2:29]1. Product: [Br:1][C:2]1[C:13]2[C:5](=[CH:6][C:7]([C:16]3[CH:21]=[CH:20][CH:19]=[CH:18][C:17]=3[Cl:22])=[C:8]3[C:12]=2[C:11](=[O:14])[NH:10][C:9]3=[O:15])[N:4]([CH2:23][CH2:24][CH2:25][N:31]2[CH2:32][CH2:33][N:28]([CH3:27])[CH2:29][CH2:30]2)[CH:3]=1. The catalyst class is: 66. (3) Reactant: [CH3:1][O:2][C:3]1[CH:8]=[CH:7][C:6]([NH:9][C:10](=[NH:22])[CH2:11][C:12]([C:14]2[CH:19]=[CH:18][C:17]([O:20][CH3:21])=[CH:16][CH:15]=2)=[O:13])=[CH:5][CH:4]=1.[C:23](OC)(=[O:26])[C:24]#[CH:25].C(OCC)C. Product: [NH2:22][C:10]1[N:9]([C:6]2[CH:5]=[CH:4][C:3]([O:2][CH3:1])=[CH:8][CH:7]=2)[C:23](=[O:26])[CH:24]=[CH:25][C:11]=1[C:12](=[O:13])[C:14]1[CH:15]=[CH:16][C:17]([O:20][CH3:21])=[CH:18][CH:19]=1. The catalyst class is: 5. (4) Reactant: [ClH:1].[N:2]12[CH2:9][CH2:8][CH:5]([CH2:6][CH2:7]1)[C@@H:4]([NH:10][C:11]([C:13]1[S:14][C:15]3[C:21](Br)=[CH:20][CH:19]=[CH:18][C:16]=3[CH:17]=1)=[O:12])[CH2:3]2.[C:23]([C:26]1[S:30][C:29](B(O)O)=[CH:28][CH:27]=1)(=[O:25])[CH3:24].C(=O)([O-])[O-].[Na+].[Na+]. Product: [ClH:1].[C:23]([C:26]1[S:30][C:29]([C:21]2[C:15]3[S:14][C:13]([C:11]([NH:10][C@@H:4]4[CH:5]5[CH2:8][CH2:9][N:2]([CH2:7][CH2:6]5)[CH2:3]4)=[O:12])=[CH:17][C:16]=3[CH:18]=[CH:19][CH:20]=2)=[CH:28][CH:27]=1)(=[O:25])[CH3:24]. The catalyst class is: 431. (5) Reactant: [CH3:1][C:2]1([CH3:25])[CH2:6][C:5]2([CH2:11][CH2:10][C:9]([C:12]3[C:16]([CH:17]=O)=[CH:15][N:14]([CH:19]4[CH2:24][CH2:23][CH2:22][CH2:21][O:20]4)[N:13]=3)=[CH:8][CH2:7]2)[O:4][CH2:3]1.[CH3:26][N:27]([CH2:35][CH2:36][NH:37][CH3:38])[C:28](=[O:34])[O:29][C:30]([CH3:33])([CH3:32])[CH3:31].[BH-](OC(C)=O)(OC(C)=O)OC(C)=O.[Na+]. Product: [CH3:1][C:2]1([CH3:25])[CH2:6][C:5]2([CH2:11][CH2:10][C:9]([C:12]3[C:16]([CH2:17][N:37]([CH3:38])[CH2:36][CH2:35][N:27]([CH3:26])[C:28](=[O:34])[O:29][C:30]([CH3:31])([CH3:32])[CH3:33])=[CH:15][N:14]([CH:19]4[CH2:24][CH2:23][CH2:22][CH2:21][O:20]4)[N:13]=3)=[CH:8][CH2:7]2)[O:4][CH2:3]1. The catalyst class is: 344. (6) Reactant: [CH3:1][O:2][C:3]([C:5]1[S:6][CH:7]=[CH:8][C:9]=1[OH:10])=[O:4].[C:11]([O-])([O-])=O.[K+].[K+].CI. Product: [CH3:11][O:10][C:9]1[CH:8]=[CH:7][S:6][C:5]=1[C:3]([O:2][CH3:1])=[O:4]. The catalyst class is: 21. (7) The catalyst class is: 6. Reactant: [Br:1][C:2]1[CH:3]=[CH:4][C:5]([NH:8][C:9](=[O:19])[C:10]2[CH:15]=[CH:14][CH:13]=[C:12]([N+:16]([O-])=O)[CH:11]=2)=[N:6][CH:7]=1.CCOC(C)=O. Product: [NH2:16][C:12]1[CH:11]=[C:10]([CH:15]=[CH:14][CH:13]=1)[C:9]([NH:8][C:5]1[CH:4]=[CH:3][C:2]([Br:1])=[CH:7][N:6]=1)=[O:19]. (8) Reactant: [N+:1]([C:4]1[C:5]([NH:13][C@H:14]2[CH2:19][CH2:18][C@H:17]([CH2:20][NH:21][C:22](=[O:28])[O:23][C:24]([CH3:27])([CH3:26])[CH3:25])[CH2:16][CH2:15]2)=[C:6]2[S:12][CH:11]=[CH:10][C:7]2=[N:8][CH:9]=1)([O-])=O.[H][H]. Product: [NH2:1][C:4]1[C:5]([NH:13][C@H:14]2[CH2:15][CH2:16][C@H:17]([CH2:20][NH:21][C:22](=[O:28])[O:23][C:24]([CH3:26])([CH3:25])[CH3:27])[CH2:18][CH2:19]2)=[C:6]2[S:12][CH:11]=[CH:10][C:7]2=[N:8][CH:9]=1. The catalyst class is: 43.